Dataset: Full USPTO retrosynthesis dataset with 1.9M reactions from patents (1976-2016). Task: Predict the reactants needed to synthesize the given product. (1) Given the product [Cl:1][C:2]1[CH:7]=[CH:6][C:5]([Si:25]([CH3:27])([CH3:26])[CH3:24])=[C:4]([F:8])[C:3]=1[C:9]([F:12])([F:10])[F:11], predict the reactants needed to synthesize it. The reactants are: [Cl:1][C:2]1[CH:7]=[CH:6][CH:5]=[C:4]([F:8])[C:3]=1[C:9]([F:12])([F:11])[F:10].C([Li])(CC)C.C1CCCCC1.[CH3:24][Si:25](Cl)([CH3:27])[CH3:26]. (2) Given the product [CH3:15][CH:5]1[CH2:10][CH2:9][CH2:8][CH:7]([CH3:16])[C:6]21[O:4][CH2:1][CH2:2][O:3]2, predict the reactants needed to synthesize it. The reactants are: [CH2:1]([OH:4])[CH2:2][OH:3].[C:5]1([CH3:15])[CH:10]=[CH:9][C:8](S(O)(=O)=O)=[CH:7][CH:6]=1.[C:16]1(C)C=CC=CC=1. (3) Given the product [Br:1][C:2]1[CH:3]=[C:4]2[C:9]([NH:27][C:18]34[CH2:24][C:22]5([OH:25])[CH2:21][CH:20]([CH2:26][C:16]([OH:15])([CH2:23]5)[CH2:17]3)[CH2:19]4)=[C:8]([C:11]([NH2:13])=[O:12])[CH:7]=[N:6][N:5]2[CH:14]=1, predict the reactants needed to synthesize it. The reactants are: [Br:1][C:2]1[CH:3]=[C:4]2[C:9](Cl)=[C:8]([C:11]([NH2:13])=[O:12])[CH:7]=[N:6][N:5]2[CH:14]=1.[OH:15][C:16]12[CH2:26][CH:20]3[CH2:21][C:22]([OH:25])([CH2:24][C:18]([NH2:27])([CH2:19]3)[CH2:17]1)[CH2:23]2.CCN(C(C)C)C(C)C.O.